Dataset: Full USPTO retrosynthesis dataset with 1.9M reactions from patents (1976-2016). Task: Predict the reactants needed to synthesize the given product. Given the product [Cl:33][C:19]1[CH:18]=[C:17]([CH:22]=[CH:21][C:20]=1[NH:23][C:24]([NH:37][CH:34]1[CH2:36][CH2:35]1)=[O:25])[O:16][C:7]1[C:6]2[C:11](=[CH:12][C:13]([O:14][CH3:15])=[C:4]([C:1]([NH2:2])=[O:3])[CH:5]=2)[N:10]=[CH:9][CH:8]=1, predict the reactants needed to synthesize it. The reactants are: [C:1]([C:4]1[CH:5]=[C:6]2[C:11](=[CH:12][C:13]=1[O:14][CH3:15])[N:10]=[CH:9][CH:8]=[C:7]2[O:16][C:17]1[CH:22]=[CH:21][C:20]([NH:23][C:24](=O)[O:25]C2C=CC=CC=2)=[C:19]([Cl:33])[CH:18]=1)(=[O:3])[NH2:2].[CH:34]1([NH2:37])[CH2:36][CH2:35]1.O.